This data is from Full USPTO retrosynthesis dataset with 1.9M reactions from patents (1976-2016). The task is: Predict the reactants needed to synthesize the given product. (1) Given the product [O:14]=[C:11]1[CH2:12][CH2:13][N:8]([C:6]([O:5][C:1]([CH3:4])([CH3:2])[CH3:3])=[O:7])[C@@H:9]([C:15]([O:17][C:18]([CH3:21])([CH3:20])[CH3:19])=[O:16])[CH2:10]1, predict the reactants needed to synthesize it. The reactants are: [C:1]([O:5][C:6]([N:8]1[CH2:13][CH2:12][C:11](=[O:14])[CH2:10][C@@H:9]1[C:15]([OH:17])=[O:16])=[O:7])([CH3:4])([CH3:3])[CH3:2].[C:18](OC(O[C:18]([CH3:21])([CH3:20])[CH3:19])N(C)C)([CH3:21])([CH3:20])[CH3:19].CCOC(C)=O.O. (2) The reactants are: Cl.[C:2]1(=[O:12])[C:6]2([CH2:11][CH2:10][NH:9][CH2:8][CH2:7]2)[CH2:5][CH2:4][NH:3]1.C(N(CC)CC)C.[F:20][C:21]([F:33])([F:32])[C:22]1[CH:27]=[CH:26][C:25]([S:28](Cl)(=[O:30])=[O:29])=[CH:24][CH:23]=1. Given the product [F:33][C:21]([F:20])([F:32])[C:22]1[CH:23]=[CH:24][C:25]([S:28]([N:9]2[CH2:10][CH2:11][C:6]3([C:2](=[O:12])[NH:3][CH2:4][CH2:5]3)[CH2:7][CH2:8]2)(=[O:30])=[O:29])=[CH:26][CH:27]=1, predict the reactants needed to synthesize it. (3) Given the product [C:71]([CH2:72][CH2:73][NH:74][C:28]([C@@H:30]1[CH2:34][CH2:33][CH2:32][N:31]1[S:35]([C:38]1[N:42]2[C@:43]([CH3:68])([CH2:55][C:56]3[CH:57]=[CH:58][C:59]([C:62]4[CH:63]=[N:64][CH:65]=[N:66][CH:67]=4)=[CH:60][CH:61]=3)[C:44](=[O:54])[N:45]([C:46]3[CH:51]=[C:50]([Cl:52])[CH:49]=[C:48]([Cl:53])[CH:47]=3)[C:41]2=[N:40][CH:39]=1)(=[O:37])=[O:36])=[O:29])(=[O:70])[NH2:2], predict the reactants needed to synthesize it. The reactants are: C[N:2](C(ON1N=NC2C=CC=CC1=2)=[N+](C)C)C.[B-](F)(F)(F)F.C(O[C:28]([C@@H:30]1[CH2:34][CH2:33][CH2:32][N:31]1[S:35]([C:38]1[N:42]2[C@:43]([CH3:68])([CH2:55][C:56]3[CH:61]=[CH:60][C:59]([C:62]4[CH:63]=[N:64][CH:65]=[N:66][CH:67]=4)=[CH:58][CH:57]=3)[C:44](=[O:54])[N:45]([C:46]3[CH:51]=[C:50]([Cl:52])[CH:49]=[C:48]([Cl:53])[CH:47]=3)[C:41]2=[N:40][CH:39]=1)(=[O:37])=[O:36])=[O:29])(C)(C)C.C[O:70][C:71](=O)[CH2:72][CH2:73][NH2:74].CCN(C(C)C)C(C)C.Cl.